From a dataset of Full USPTO retrosynthesis dataset with 1.9M reactions from patents (1976-2016). Predict the reactants needed to synthesize the given product. (1) Given the product [S:1]([N:11]1[C:19]2[CH2:18][CH2:17][CH2:16][CH:15]([OH:20])[C:14]=2[CH:13]=[N:12]1)([C:4]1[CH:5]=[CH:6][C:7]([CH3:8])=[CH:9][CH:10]=1)(=[O:3])=[O:2], predict the reactants needed to synthesize it. The reactants are: [S:1]([N:11]1[C:19]2[CH2:18][CH2:17][CH2:16][C:15](=[O:20])[C:14]=2[CH:13]=[N:12]1)([C:4]1[CH:10]=[CH:9][C:7]([CH3:8])=[CH:6][CH:5]=1)(=[O:3])=[O:2].[BH4-].[Na+]. (2) Given the product [NH2:1][C@H:4]([CH3:22])[CH2:5][CH2:6][CH2:7][CH2:8][N:9]1[C:18](=[O:19])[C:17]2[N:16]([CH3:20])[CH:15]=[N:14][C:13]=2[N:12]([CH3:21])[C:10]1=[O:11], predict the reactants needed to synthesize it. The reactants are: [N:1]([C@H:4]([CH3:22])[CH2:5][CH2:6][CH2:7][CH2:8][N:9]1[C:18](=[O:19])[C:17]2[N:16]([CH3:20])[CH:15]=[N:14][C:13]=2[N:12]([CH3:21])[C:10]1=[O:11])=[N+]=[N-].[H][H].